Dataset: Catalyst prediction with 721,799 reactions and 888 catalyst types from USPTO. Task: Predict which catalyst facilitates the given reaction. (1) Reactant: [Cl:1][C:2]1[C:11]2[CH:10](O)[CH2:9][CH2:8][CH2:7][C:6]=2[N:5]=[C:4]([C:13]2[C:18]([CH2:19][CH3:20])=[CH:17][CH:16]=[CH:15][C:14]=2[CH2:21][CH3:22])[CH:3]=1.S(Cl)([Cl:25])=O. Product: [Cl:1][C:2]1[C:11]2[CH:10]([Cl:25])[CH2:9][CH2:8][CH2:7][C:6]=2[N:5]=[C:4]([C:13]2[C:18]([CH2:19][CH3:20])=[CH:17][CH:16]=[CH:15][C:14]=2[CH2:21][CH3:22])[CH:3]=1. The catalyst class is: 2. (2) The catalyst class is: 88. Product: [CH2:21]([O:28][C:29]1[CH:30]=[CH:31][C:32]([C:33]2[NH:17][C:15]3=[N:16][C:11]([N:9]4[CH2:8][CH2:7][N:6]5[C:2]([CH3:1])=[N:3][N:4]=[C:5]5[CH2:10]4)=[CH:12][CH:13]=[C:14]3[N:18]=2)=[CH:35][CH:36]=1)[C:22]1[CH:23]=[CH:24][CH:25]=[CH:26][CH:27]=1. Reactant: [CH3:1][C:2]1[N:6]2[CH2:7][CH2:8][N:9]([C:11]3[N:16]=[C:15]([NH2:17])[C:14]([N+:18]([O-])=O)=[CH:13][CH:12]=3)[CH2:10][C:5]2=[N:4][N:3]=1.[CH2:21]([O:28][C:29]1[CH:36]=[CH:35][C:32]([CH:33]=O)=[CH:31][CH:30]=1)[C:22]1[CH:27]=[CH:26][CH:25]=[CH:24][CH:23]=1.S(S([O-])=O)([O-])=O.[Na+].[Na+].N.